Dataset: Reaction yield outcomes from USPTO patents with 853,638 reactions. Task: Predict the reaction yield, written as a fraction of the theoretical maximum amount of product (1.0 means a 100% yield; for example, 0.34 means a 34% yield). (1) The reactants are [Cl:1][C:2]1[N:7]=[C:6]([Cl:8])[CH:5]=[CH:4][N:3]=1.[NH2:9][CH2:10][CH2:11][NH:12][C:13](=[O:19])[O:14][C:15]([CH3:18])([CH3:17])[CH3:16].C(N(CC)CC)C. The catalyst is C(#N)C.O. The product is [C:15]([O:14][C:13](=[O:19])[NH:12][CH2:11][CH2:10][NH:9][C:6]1[CH:5]=[CH:4][N:3]=[C:2]([Cl:1])[N:7]=1)([CH3:18])([CH3:16])[CH3:17].[C:15]([O:14][C:13](=[O:19])[NH:12][CH2:11][CH2:10][NH:9][C:2]1[N:7]=[C:6]([Cl:8])[CH:5]=[CH:4][N:3]=1)([CH3:18])([CH3:16])[CH3:17]. The yield is 0.580. (2) The catalyst is CO. The reactants are [CH3:1][O-:2].[Na+].Cl.Cl[C:6]1[CH:15]=[C:14]([C:16]2[CH:21]=[CH:20][CH:19]=[C:18]([Cl:22])[CH:17]=2)[C:13]2[C:8](=[CH:9][CH:10]=[C:11]([C:23]([C:25]3[CH:30]=[CH:29][C:28]([Cl:31])=[CH:27][CH:26]=3)=[O:24])[CH:12]=2)[N:7]=1. The product is [Cl:31][C:28]1[CH:27]=[CH:26][C:25]([C:23]([C:11]2[CH:12]=[C:13]3[C:8](=[CH:9][CH:10]=2)[N:7]=[C:6]([O:2][CH3:1])[CH:15]=[C:14]3[C:16]2[CH:21]=[CH:20][CH:19]=[C:18]([Cl:22])[CH:17]=2)=[O:24])=[CH:30][CH:29]=1. The yield is 0.620. (3) The reactants are [CH3:1][O:2][C:3]1[C:4](=[O:24])[C:5](C(O)=O)=[N:6][N:7]([C:9]2[C:19]([F:20])=[CH:18][C:12]3[O:13][C:14]([F:17])([F:16])[O:15][C:11]=3[CH:10]=2)[CH:8]=1.C1C=CC(P([N:39]=[N+]=[N-])(C2C=CC=CC=2)=O)=CC=1.CCN(CC)CC.[OH-].[Na+]. The catalyst is C1(C)C=CC=CC=1. The product is [NH2:39][C:5]1[C:4](=[O:24])[C:3]([O:2][CH3:1])=[CH:8][N:7]([C:9]2[C:19]([F:20])=[CH:18][C:12]3[O:13][C:14]([F:17])([F:16])[O:15][C:11]=3[CH:10]=2)[N:6]=1. The yield is 0.650. (4) The reactants are C([O:3][C:4]([C:6]1([NH:11][C:12]([O:14][C:15]([CH3:18])([CH3:17])[CH3:16])=[O:13])[CH2:8][CH:7]1[CH:9]=[CH2:10])=O)C.[BH4-].[Li+].CCCCCC.C(OCC)(=O)C.S(=O)(=O)(O)O. The catalyst is C1COCC1.[NH4+].[NH4+].[O-][Mo]([O-])(=O)=O.S([O-])([O-])(=O)=O.[Ce+3].S([O-])([O-])(=O)=O.S([O-])([O-])(=O)=O.[Ce+3]. The product is [C:15]([O:14][C:12](=[O:13])[NH:11][C:6]1([CH2:4][OH:3])[CH2:8][CH:7]1[CH:9]=[CH2:10])([CH3:18])([CH3:16])[CH3:17]. The yield is 0.960. (5) The reactants are [CH3:1][N:2]([CH3:16])[S:3]([C:6]1[CH:7]=[C:8]2[C:12](=[CH:13][CH:14]=1)[NH:11][C:10](=[O:15])[CH2:9]2)(=[O:5])=[O:4].[CH2:17]([N:19]([CH2:34][CH3:35])[CH2:20][CH2:21][NH:22][C:23]([C:25]1[C:29]([CH3:30])=[C:28]([CH:31]=O)[NH:27][C:26]=1[CH3:33])=[O:24])[CH3:18]. No catalyst specified. The product is [CH2:34]([N:19]([CH2:17][CH3:18])[CH2:20][CH2:21][NH:22][C:23]([C:25]1[C:29]([CH3:30])=[C:28]([CH:31]=[C:9]2[C:8]3[C:12](=[CH:13][CH:14]=[C:6]([S:3](=[O:5])(=[O:4])[N:2]([CH3:16])[CH3:1])[CH:7]=3)[NH:11][C:10]2=[O:15])[NH:27][C:26]=1[CH3:33])=[O:24])[CH3:35]. The yield is 0.430. (6) The reactants are [CH3:1][C:2]1[C:6]2[CH:7]=[CH:8][C:9]([OH:11])=[CH:10][C:5]=2[O:4][N:3]=1.F[C:13]1[CH:20]=[CH:19][C:18]([F:21])=[CH:17][C:14]=1[C:15]#[N:16].C(=O)([O-])[O-].[K+].[K+]. The catalyst is CC(N(C)C)=O.CCOC(C)=O. The product is [F:21][C:18]1[CH:19]=[CH:20][C:13]([O:11][C:9]2[CH:8]=[CH:7][C:6]3[C:2]([CH3:1])=[N:3][O:4][C:5]=3[CH:10]=2)=[C:14]([CH:17]=1)[C:15]#[N:16]. The yield is 0.580. (7) The reactants are [NH2:1][C:2]1[C:11]2[C:6](=[CH:7][CH:8]=[CH:9][CH:10]=2)[CH:5]=[CH:4][C:3]=1[NH:12][C:13]1[CH:14]=[C:15]([CH:18]=[CH:19][CH:20]=1)[C:16]#[N:17].[C:21](Cl)(=[O:26])[CH2:22][C:23](Cl)=[O:24].C(=O)(O)[O-].[Na+]. The catalyst is C1(C)C=CC=CC=1. The product is [C:16]([C:15]1[CH:14]=[C:13]([N:12]2[C:23](=[O:24])[CH2:22][C:21](=[O:26])[NH:1][C:2]3[C:11]4[C:6]([CH:5]=[CH:4][C:3]2=3)=[CH:7][CH:8]=[CH:9][CH:10]=4)[CH:20]=[CH:19][CH:18]=1)#[N:17]. The yield is 0.270. (8) The reactants are [F:1][C:2]([F:12])([F:11])[C:3](=O)[CH2:4][C:5]([O:7]CC)=O.C(O)(=O)C(O)=O.[CH2:19]([NH:21][NH2:22])[CH3:20]. The catalyst is C(O)(=O)C. The product is [CH2:19]([N:21]1[C:5]([OH:7])=[CH:4][C:3]([C:2]([F:1])([F:11])[F:12])=[N:22]1)[CH3:20]. The yield is 0.430. (9) The product is [OH:22][CH2:21][CH2:20][O:1][C:2]1[CH:3]=[CH:4][C:5]([C:8]2[O:17][C:12]3=[N:13][CH:14]=[CH:15][CH:16]=[C:11]3[C:10](=[O:18])[CH:9]=2)=[CH:6][CH:7]=1. The yield is 0.320. The catalyst is CCO.C(#N)C. The reactants are [OH:1][C:2]1[CH:7]=[CH:6][C:5]([C:8]2[O:17][C:12]3=[N:13][CH:14]=[CH:15][CH:16]=[C:11]3[C:10](=[O:18])[CH:9]=2)=[CH:4][CH:3]=1.Cl[CH2:20][CH2:21][OH:22].